From a dataset of Reaction yield outcomes from USPTO patents with 853,638 reactions. Predict the reaction yield, written as a fraction of the theoretical maximum amount of product (1.0 means a 100% yield; for example, 0.34 means a 34% yield). (1) The reactants are Br[C:2]1[CH:3]=[C:4]2[CH2:10][C:9](=[O:11])[NH:8][C:5]2=N[CH:7]=1.[C:12]([O:16][C:17]([CH3:20])([CH3:19])[CH3:18])(=[O:15])[CH:13]=[CH2:14].[C:21]1(C)C=CC=CC=1P(C1C=CC=CC=1C)C1C=CC=CC=1C.C(N(C(C)C)CC)(C)C. The catalyst is C(#N)CC.CN(C=O)C.CC([O-])=O.CC([O-])=O.[Pd+2]. The product is [O:11]=[C:9]1[CH2:10][C:4]2[C:5](=[CH:21][CH:7]=[C:2](/[CH:14]=[CH:13]/[C:12]([O:16][C:17]([CH3:20])([CH3:19])[CH3:18])=[O:15])[CH:3]=2)[NH:8]1. The yield is 0.330. (2) The reactants are C1C(=O)N([I:8])C(=O)C1.[CH3:9][N:10]([C:17]1[N:22]2[N:23]=[CH:24][CH:25]=[C:21]2[N:20]=[CH:19][N:18]=1)[C:11]1[CH:16]=[CH:15][CH:14]=[CH:13][CH:12]=1. The catalyst is C(Cl)(Cl)Cl. The product is [I:8][C:25]1[CH:24]=[N:23][N:22]2[C:17]([N:10]([CH3:9])[C:11]3[CH:12]=[CH:13][CH:14]=[CH:15][CH:16]=3)=[N:18][CH:19]=[N:20][C:21]=12. The yield is 0.910.